Dataset: Catalyst prediction with 721,799 reactions and 888 catalyst types from USPTO. Task: Predict which catalyst facilitates the given reaction. Reactant: [OH:1][CH2:2][C:3]1[CH:8]=[CH:7][C:6]([N+:9]([O-])=O)=[CH:5][C:4]=1[NH:12][C:13]1[N:18]=[C:17]([C:19]2[CH:20]=[N:21][CH:22]=[CH:23][CH:24]=2)[CH:16]=[CH:15][N:14]=1.[H][H]. Product: [NH2:9][C:6]1[CH:7]=[CH:8][C:3]([CH2:2][OH:1])=[C:4]([NH:12][C:13]2[N:18]=[C:17]([C:19]3[CH:20]=[N:21][CH:22]=[CH:23][CH:24]=3)[CH:16]=[CH:15][N:14]=2)[CH:5]=1. The catalyst class is: 171.